This data is from Reaction yield outcomes from USPTO patents with 853,638 reactions. The task is: Predict the reaction yield, written as a fraction of the theoretical maximum amount of product (1.0 means a 100% yield; for example, 0.34 means a 34% yield). (1) The reactants are [C:1]([C:5]1[C:13]2[C:8](=[CH:9][C:10]([N+:14]([O-])=O)=[CH:11][CH:12]=2)[NH:7][CH:6]=1)([CH3:4])([CH3:3])[CH3:2]. The catalyst is C(O)C.[Ni]. The product is [C:1]([C:5]1[C:13]2[C:8](=[CH:9][C:10]([NH2:14])=[CH:11][CH:12]=2)[NH:7][CH:6]=1)([CH3:4])([CH3:2])[CH3:3]. The yield is 0.773. (2) The reactants are [F:1][C:2]1[CH:3]=[C:4]([C:8]2[CH:9]=[C:10]([CH:23]=[C:24]([CH3:26])[CH:25]=2)[C:11]([NH:13][C:14]2[C:19]([CH3:20])=[CH:18][CH:17]=[C:16]([OH:21])[C:15]=2[CH3:22])=O)[CH:5]=[CH:6][CH:7]=1. The catalyst is C1COCC1. The product is [F:1][C:2]1[CH:3]=[C:4]([C:8]2[CH:9]=[C:10]([CH2:11][NH:13][C:14]3[C:15]([CH3:22])=[C:16]([OH:21])[CH:17]=[CH:18][C:19]=3[CH3:20])[CH:23]=[C:24]([CH3:26])[CH:25]=2)[CH:5]=[CH:6][CH:7]=1. The yield is 0.610. (3) The reactants are [CH3:1][N:2]1[C:6]([C:7]2[CH:8]=[C:9]([C:14]([OH:16])=O)[S:10][C:11]=2[CH2:12][CH3:13])=[C:5]([CH3:17])[CH:4]=[N:3]1.[NH2:18][C@@H:19]([CH2:32][C:33]1[CH:38]=[CH:37][C:36](CF)=[CH:35][CH:34]=1)[CH2:20][N:21]1[C:29](=[O:30])[C:28]2[C:23](=[CH:24][CH:25]=[CH:26][CH:27]=2)[C:22]1=[O:31].C(N(C(C)C)CC)(C)C.[F:50][P-](F)(F)(F)(F)F.Br[P+](N1CCCC1)(N1CCCC1)N1CCCC1. The catalyst is C(Cl)Cl. The product is [CH3:1][N:2]1[C:6]([C:7]2[CH:8]=[C:9]([C:14]([NH:18][C@@H:19]([CH2:32][C:33]3[CH:34]=[CH:35][C:36]([F:50])=[CH:37][CH:38]=3)[CH2:20][N:21]3[C:22](=[O:31])[C:23]4[C:28](=[CH:27][CH:26]=[CH:25][CH:24]=4)[C:29]3=[O:30])=[O:16])[S:10][C:11]=2[CH2:12][CH3:13])=[C:5]([CH3:17])[CH:4]=[N:3]1. The yield is 0.920.